From a dataset of TCR-epitope binding with 47,182 pairs between 192 epitopes and 23,139 TCRs. Binary Classification. Given a T-cell receptor sequence (or CDR3 region) and an epitope sequence, predict whether binding occurs between them. (1) The epitope is FADDLNQLTGY. The TCR CDR3 sequence is CAWSPRALGYSNQPQHF. Result: 0 (the TCR does not bind to the epitope). (2) The epitope is LSDDAVVCFNSTY. The TCR CDR3 sequence is CASSQDSSYEQYF. Result: 0 (the TCR does not bind to the epitope). (3) The epitope is YVLDHLIVV. The TCR CDR3 sequence is CASSLIYRGGDGYTF. Result: 0 (the TCR does not bind to the epitope). (4) The epitope is TPQDLNTML. The TCR CDR3 sequence is CSARDQAREGTYNEQFF. Result: 1 (the TCR binds to the epitope). (5) The epitope is IPSINVHHY. The TCR CDR3 sequence is CASSYPTGQGNYGYTF. Result: 0 (the TCR does not bind to the epitope).